From a dataset of Forward reaction prediction with 1.9M reactions from USPTO patents (1976-2016). Predict the product of the given reaction. (1) Given the reactants Cl[C:2]1[C:3]2[C:10]([C:11]3[CH:16]=[CH:15][C:14]([O:17][C:18]4[CH:23]=[CH:22][CH:21]=[CH:20][CH:19]=4)=[C:13]([O:24][CH3:25])[CH:12]=3)=[CH:9][N:8]([C@H:26]3[CH2:31][CH2:30][C@H:29]([N:32]4[CH2:37][CH2:36][NH:35][CH2:34][CH:33]4[CH3:38])[CH2:28][CH2:27]3)[C:4]=2[N:5]=[CH:6][N:7]=1.[OH-:39].[NH4+:40], predict the reaction product. The product is: [C:18]([OH:39])(=[O:17])[CH3:23].[CH3:25][O:24][C:13]1[CH:12]=[C:11]([C:10]2[C:3]3[C:2]([NH2:40])=[N:7][CH:6]=[N:5][C:4]=3[N:8]([C@H:26]3[CH2:27][CH2:28][C@H:29]([N:32]4[CH2:37][CH2:36][N:35]([CH3:34])[CH2:38][CH2:33]4)[CH2:30][CH2:31]3)[CH:9]=2)[CH:16]=[CH:15][C:14]=1[O:17][C:18]1[CH:23]=[CH:22][CH:21]=[CH:20][CH:19]=1. (2) Given the reactants [Cl:1][C:2]1[N:3]=[C:4]([C:9]([NH:11][C@H:12]2[CH2:17][CH2:16][N:15]([C:18]3[S:19][C:20]([C:26]([O:28][CH2:29][CH3:30])=[O:27])=[C:21]([C:23](O)=[O:24])[N:22]=3)[CH2:14][C@H:13]2[O:31][CH2:32][CH2:33][CH3:34])=[O:10])[NH:5][C:6]=1[CH2:7][CH3:8].Cl.CN.C[CH2:39][N:40]=C=NCCCN(C)C.Cl.C1C=CC2N(O)N=NC=2C=1, predict the reaction product. The product is: [Cl:1][C:2]1[N:3]=[C:4]([C:9]([NH:11][C@H:12]2[CH2:17][CH2:16][N:15]([C:18]3[S:19][C:20]([C:26]([O:28][CH2:29][CH3:30])=[O:27])=[C:21]([C:23](=[O:24])[NH:40][CH3:39])[N:22]=3)[CH2:14][C@H:13]2[O:31][CH2:32][CH2:33][CH3:34])=[O:10])[NH:5][C:6]=1[CH2:7][CH3:8]. (3) Given the reactants [N:1]1[CH:6]=[CH:5][C:4]([N:7]2[CH2:11][CH2:10][CH:9]([OH:12])[CH2:8]2)=[CH:3][CH:2]=1.CS(O)(=O)=O.N1C2C(=CC=CC=2)C=CC=1.[C:28](Cl)(Cl)=[O:29].[Cl:32][C:33]1[CH:34]=[CH:35][C:36]([NH:39][C:40](=[O:48])[C:41]2[CH:46]=[CH:45][CH:44]=[CH:43][C:42]=2[NH2:47])=[N:37][CH:38]=1, predict the reaction product. The product is: [Cl:32][C:33]1[CH:34]=[CH:35][C:36]([NH:39][C:40](=[O:48])[C:41]2[CH:46]=[CH:45][CH:44]=[CH:43][C:42]=2[NH:47][C:28]([O:12][CH:9]2[CH2:10][CH2:11][N:7]([C:4]3[CH:5]=[CH:6][N:1]=[CH:2][CH:3]=3)[CH2:8]2)=[O:29])=[N:37][CH:38]=1. (4) The product is: [Cl:32][C:33]1[CH:34]=[C:35]([CH:45]=[CH:46][C:47]=1[Cl:48])[O:36][C:37]1[CH:38]=[CH:39][C:40]([CH2:41][NH:42][C:4](=[O:6])[C:3]2[CH:7]=[CH:8][CH:9]=[N:10][C:2]=2[NH2:1])=[CH:43][CH:44]=1. Given the reactants [NH2:1][C:2]1[N:10]=[CH:9][CH:8]=[CH:7][C:3]=1[C:4]([OH:6])=O.ON1C2C=CC=CC=2N=N1.CCN=C=NCCCN(C)C.[Cl:32][C:33]1[CH:34]=[C:35]([CH:45]=[CH:46][C:47]=1[Cl:48])[O:36][C:37]1[CH:44]=[CH:43][C:40]([CH2:41][NH2:42])=[CH:39][CH:38]=1.C(=O)(O)[O-].[Na+], predict the reaction product.